This data is from Forward reaction prediction with 1.9M reactions from USPTO patents (1976-2016). The task is: Predict the product of the given reaction. (1) Given the reactants N[C:2]1[CH:3]=[CH:4][C:5]([F:21])=[C:6]([C@:8]2([CH2:19][F:20])[CH2:13][C@@H:12]([C:14]([F:17])([F:16])[F:15])[O:11][C:10]([NH2:18])=[N:9]2)[CH:7]=1.Cl.N([O-])=O.[Na+].[I-:27].[K+].C(=O)(O)[O-].[Na+], predict the reaction product. The product is: [F:21][C:5]1[CH:4]=[CH:3][C:2]([I:27])=[CH:7][C:6]=1[C@:8]1([CH2:19][F:20])[CH2:13][C@@H:12]([C:14]([F:17])([F:16])[F:15])[O:11][C:10]([NH2:18])=[N:9]1. (2) Given the reactants Cl[C:2]1[CH:3]=[CH:4][C:5]([N+:26]([O-:28])=[O:27])=[C:6]([CH:25]=1)[C:7]([NH:9][C:10]1[NH:11][N:12]=[C:13]([C:15]2[CH:20]=[CH:19][CH:18]=[C:17]([C:21]([F:24])([F:23])[F:22])[CH:16]=2)[N:14]=1)=[O:8].[NH:29]1[CH2:34][CH2:33][CH2:32][CH2:31][CH2:30]1, predict the reaction product. The product is: [N+:26]([C:5]1[CH:4]=[CH:3][C:2]([N:29]2[CH2:34][CH2:33][CH2:32][CH2:31][CH2:30]2)=[CH:25][C:6]=1[C:7]([NH:9][C:10]1[NH:11][N:12]=[C:13]([C:15]2[CH:20]=[CH:19][CH:18]=[C:17]([C:21]([F:24])([F:23])[F:22])[CH:16]=2)[N:14]=1)=[O:8])([O-:28])=[O:27]. (3) Given the reactants C(=O)([O-])[O-].[K+].[K+].Cl[CH2:8][C:9]1[CH:10]=[C:11]([CH:14]=[CH:15][C:16]=1[O:17][CH3:18])[CH:12]=[O:13].[OH:19][C:20]1[C:25]([CH3:26])=[CH:24][C:23]([NH:27][C:28](=[O:30])[CH3:29])=[CH:22][C:21]=1[CH3:31], predict the reaction product. The product is: [CH:12]([C:11]1[CH:14]=[CH:15][C:16]([O:17][CH3:18])=[C:9]([CH:10]=1)[CH2:8][O:19][C:20]1[C:25]([CH3:26])=[CH:24][C:23]([NH:27][C:28](=[O:30])[CH3:29])=[CH:22][C:21]=1[CH3:31])=[O:13]. (4) Given the reactants [I:1][C:2]1[CH:7]=[CH:6][C:5]([NH:8][NH2:9])=[CH:4][CH:3]=1.[C:10](O)(=[O:12])[CH3:11], predict the reaction product. The product is: [I:1][C:2]1[CH:7]=[CH:6][C:5]([NH:8][NH:9][C:10](=[O:12])[CH3:11])=[CH:4][CH:3]=1. (5) Given the reactants CO[C:3]([CH:5]1[CH2:7][N:6]1[CH:8]([C:10]1[C:19]2[C:14](=[CH:15][CH:16]=[CH:17][CH:18]=2)[CH:13]=[CH:12][CH:11]=1)[CH3:9])=[O:4].O([Si](C)(C)C)[K].CC(C)(C)C(Cl)=O.[CH2:33]([NH:37][CH2:38][CH2:39][C:40]1[CH:45]=[CH:44][CH:43]=[CH:42][CH:41]=1)[CH2:34][CH:35]=[CH2:36].C(=O)(O)[O-].[Na+], predict the reaction product. The product is: [CH2:33]([N:37]([CH2:38][CH2:39][C:40]1[CH:41]=[CH:42][CH:43]=[CH:44][CH:45]=1)[C:3]([CH:5]1[CH2:7][N:6]1[CH:8]([C:10]1[C:19]2[C:14](=[CH:15][CH:16]=[CH:17][CH:18]=2)[CH:13]=[CH:12][CH:11]=1)[CH3:9])=[O:4])[CH2:34][CH:35]=[CH2:36]. (6) Given the reactants [Br:1][C:2]1[S:3][C:4]2[CH:10]=[C:9]([CH2:11][CH2:12][CH2:13][CH3:14])[CH:8]=[CH:7][C:5]=2[N:6]=1.C(=O)(O)[O-:16].[Na+], predict the reaction product. The product is: [Br:1][C:2]1[S:3][C:4]2[CH:10]=[C:9]([C:11](=[O:16])[CH2:12][CH2:13][CH3:14])[CH:8]=[CH:7][C:5]=2[N:6]=1. (7) Given the reactants C([O:3][CH:4](OCC)[C:5]1[O:13][C:12]2[CH:11]=[C:10]([C:14]3[CH:19]=[CH:18][C:17]([O:20][CH3:21])=[CH:16][CH:15]=3)[N:9]=[CH:8][C:7]=2[CH:6]=1)C.Cl.C(=O)(O)[O-].[Na+], predict the reaction product. The product is: [CH3:21][O:20][C:17]1[CH:16]=[CH:15][C:14]([C:10]2[N:9]=[CH:8][C:7]3[CH:6]=[C:5]([CH:4]=[O:3])[O:13][C:12]=3[CH:11]=2)=[CH:19][CH:18]=1. (8) Given the reactants Br[C:2]1[CH:3]=[C:4]([C:12]([O:14][CH2:15][CH3:16])=[O:13])[C:5]([C:8]([F:11])([F:10])[F:9])=[N:6][CH:7]=1.[F:17][C:18]([F:29])([F:28])[C:19]1[N:24]=[CH:23][C:22](B(O)O)=[CH:21][N:20]=1.C([O-])([O-])=O.[K+].[K+], predict the reaction product. The product is: [F:9][C:8]([F:11])([F:10])[C:5]1[N:6]=[CH:7][C:2]([C:22]2[CH:21]=[N:20][C:19]([C:18]([F:29])([F:28])[F:17])=[N:24][CH:23]=2)=[CH:3][C:4]=1[C:12]([O:14][CH2:15][CH3:16])=[O:13]. (9) Given the reactants Br[C:2]1[S:3][C:4]([CH3:8])=[C:5]([Br:7])[N:6]=1.[C:9]([N:16]1[CH2:21][CH2:20][NH:19][CH2:18][C@@H:17]1[CH2:22][CH:23]([CH3:25])[CH3:24])([O:11][C:12]([CH3:15])([CH3:14])[CH3:13])=[O:10].C(=O)([O-])[O-].[K+].[K+], predict the reaction product. The product is: [Br:7][C:5]1[N:6]=[C:2]([N:19]2[CH2:20][CH2:21][N:16]([C:9]([O:11][C:12]([CH3:13])([CH3:14])[CH3:15])=[O:10])[C@@H:17]([CH2:22][CH:23]([CH3:25])[CH3:24])[CH2:18]2)[S:3][C:4]=1[CH3:8]. (10) Given the reactants [CH3:1][N:2]1[C:7]2=[CH:8][N:9]([CH2:17][CH2:18][C:19](N(OC)C)=[O:20])[C:10]([C:11]3[CH:16]=[CH:15][CH:14]=[CH:13][CH:12]=3)=[C:6]2[C:5](=[O:25])[N:4]([CH3:26])[C:3]1=[O:27].Br[C:29]1[S:30][CH:31]=[C:32]([Cl:34])[N:33]=1, predict the reaction product. The product is: [Cl:34][C:32]1[N:33]=[C:29]([C:19](=[O:20])[CH2:18][CH2:17][N:9]2[C:10]([C:11]3[CH:12]=[CH:13][CH:14]=[CH:15][CH:16]=3)=[C:6]3[C:7]([N:2]([CH3:1])[C:3](=[O:27])[N:4]([CH3:26])[C:5]3=[O:25])=[CH:8]2)[S:30][CH:31]=1.